This data is from Forward reaction prediction with 1.9M reactions from USPTO patents (1976-2016). The task is: Predict the product of the given reaction. (1) Given the reactants [OH:1][CH2:2][C@H:3]1[CH2:7][CH2:6][CH2:5][N:4]1[CH2:8][CH2:9][C:10]1[NH:11][C:12](=[O:21])[C:13]2[C:18]([CH:19]=1)=[C:17]([CH3:20])[CH:16]=[CH:15][CH:14]=2.C(O)C.[CH3:25][S:26]([OH:29])(=[O:28])=[O:27], predict the reaction product. The product is: [S:26]([OH:29])(=[O:28])(=[O:27])[CH3:25].[OH:1][CH2:2][C@H:3]1[CH2:7][CH2:6][CH2:5][N:4]1[CH2:8][CH2:9][C:10]1[NH:11][C:12](=[O:21])[C:13]2[C:18]([CH:19]=1)=[C:17]([CH3:20])[CH:16]=[CH:15][CH:14]=2. (2) Given the reactants CC1(C)C(C)(C)[O:5][B:4](/[CH:9]=[CH:10]/[CH2:11][CH2:12][C:13]([O:15]C)=[O:14])[O:3]1.[OH-].[K+], predict the reaction product. The product is: [B:4](/[CH:9]=[CH:10]/[CH2:11][CH2:12][C:13]([OH:15])=[O:14])([OH:5])[OH:3]. (3) The product is: [C:34]([NH:1][C:2]1[S:17][C:5]2[CH2:6][N:7]([C:10]([O:12][C:13]([CH3:14])([CH3:15])[CH3:16])=[O:11])[CH2:8][CH2:9][C:4]=2[C:3]=1[C:18]1[S:19][C:20]2[CH:26]=[CH:25][CH:24]=[CH:23][C:21]=2[N:22]=1)(=[O:36])[CH3:35]. Given the reactants [NH2:1][C:2]1[S:17][C:5]2[CH2:6][N:7]([C:10]([O:12][C:13]([CH3:16])([CH3:15])[CH3:14])=[O:11])[CH2:8][CH2:9][C:4]=2[C:3]=1[C:18]1[S:19][C:20]2[CH:26]=[CH:25][CH:24]=[CH:23][C:21]=2[N:22]=1.C(N(CC)CC)C.[C:34](OC(=O)C)(=[O:36])[CH3:35], predict the reaction product.